Predict the reaction yield, written as a fraction of the theoretical maximum amount of product (1.0 means a 100% yield; for example, 0.34 means a 34% yield). From a dataset of Reaction yield outcomes from USPTO patents with 853,638 reactions. (1) The reactants are Cl[C:2]1[N:3]=[C:4]([C:9]2[CH:14]=[CH:13][CH:12]=[C:11]([N+:15]([O-:17])=[O:16])[C:10]=2[CH3:18])[N:5]=[N:6][C:7]=1[NH2:8].[CH2:19]([S-:21])[CH3:20].[Na+].CO.C(Cl)Cl. The product is [CH2:19]([S:21][C:2]1[N:3]=[C:4]([C:9]2[CH:14]=[CH:13][CH:12]=[C:11]([N+:15]([O-:17])=[O:16])[C:10]=2[CH3:18])[N:5]=[N:6][C:7]=1[NH2:8])[CH3:20]. The catalyst is CN(C=O)C.C(OCC)(=O)C. The yield is 0.910. (2) The reactants are [C:1]([C:3]1[CH:4]=[C:5]2[C:9](=[CH:10][CH:11]=1)[NH:8][C:7](=[O:12])[CH2:6]2)#[N:2].[H-].[Na+].CS[C:17]1[C:26]2[C:21](=[CH:22][C:23]([O:27][CH2:28][CH2:29][O:30][CH2:31][CH2:32][N:33]3[CH2:38][CH2:37][O:36][CH2:35][CH2:34]3)=[CH:24][CH:25]=2)[N:20]=[CH:19][N:18]=1.[ClH:39]. The catalyst is CS(C)=O.O. The product is [ClH:39].[N:33]1([CH2:32][CH2:31][O:30][CH2:29][CH2:28][O:27][C:23]2[CH:22]=[C:21]3[C:26]([C:17]([CH:6]4[C:5]5[C:9](=[CH:10][CH:11]=[C:3]([C:1]#[N:2])[CH:4]=5)[NH:8][C:7]4=[O:12])=[N:18][CH:19]=[N:20]3)=[CH:25][CH:24]=2)[CH2:38][CH2:37][O:36][CH2:35][CH2:34]1. The yield is 0.530. (3) The yield is 0.600. The product is [CH:1]1([CH2:4][N:5]2[CH2:30][CH2:29][C@:12]34[C:13]5[C:14]6[O:28][C@H:11]3[C:10](=[CH2:31])[CH2:9][CH2:8][C@@:7]4([O:32][CH2:33][CH2:34][CH2:35][C:36]3[CH:37]=[CH:38][CH:39]=[CH:40][CH:41]=3)[C@H:6]2[CH2:19][C:18]=5[CH:17]=[CH:16][C:15]=6[OH:20])[CH2:2][CH2:3]1. The reactants are [CH:1]1([CH2:4][N:5]2[CH2:30][CH2:29][C@:12]34[C:13]5[C:14]6[O:28][C@H:11]3[C:10](=[CH2:31])[CH2:9][CH2:8][C@@:7]4([O:32][CH2:33][CH2:34][CH2:35][C:36]3[CH:41]=[CH:40][CH:39]=[CH:38][CH:37]=3)[C@H:6]2[CH2:19][C:18]=5[CH:17]=[CH:16][C:15]=6[O:20]CC2C=CC=CC=2)[CH2:3][CH2:2]1.C(O)(C(F)(F)F)=O. No catalyst specified. (4) The reactants are CS(O[CH2:6][CH2:7][CH2:8][C:9]1[C:13]([C:14]([NH:16][C:17]2[CH:22]=[CH:21][C:20]([F:23])=[C:19]([Cl:24])[CH:18]=2)=[O:15])=[N:12][O:11][N:10]=1)(=O)=O.CCN(C(C)C)C(C)C.[NH:34]1[CH2:39][CH2:38][O:37][CH2:36][CH2:35]1. The catalyst is C(#N)C. The product is [Cl:24][C:19]1[CH:18]=[C:17]([NH:16][C:14]([C:13]2[C:9]([CH2:8][CH2:7][CH2:6][N:34]3[CH2:39][CH2:38][O:37][CH2:36][CH2:35]3)=[N:10][O:11][N:12]=2)=[O:15])[CH:22]=[CH:21][C:20]=1[F:23]. The yield is 0.540. (5) The reactants are [C:1]1([CH:7]=[CH:8][C:9]2[CH:13]=[C:12]([CH2:14][CH2:15][CH:16]=O)[O:11][N:10]=2)[CH:6]=[CH:5][CH:4]=[CH:3][CH:2]=1.[CH2:18]([N:25]1[CH2:30][CH2:29][NH:28][CH2:27][CH2:26]1)[C:19]1[CH:24]=[CH:23][CH:22]=[CH:21][CH:20]=1.[BH-](OC(C)=O)(OC(C)=O)OC(C)=O.[Na+]. The catalyst is C(Cl)Cl. The product is [CH2:18]([N:25]1[CH2:30][CH2:29][N:28]([CH2:16][CH2:15][CH2:14][C:12]2[O:11][N:10]=[C:9]([CH:8]=[CH:7][C:1]3[CH:6]=[CH:5][CH:4]=[CH:3][CH:2]=3)[CH:13]=2)[CH2:27][CH2:26]1)[C:19]1[CH:20]=[CH:21][CH:22]=[CH:23][CH:24]=1. The yield is 0.622. (6) The reactants are [Cl:1][C:2]1[C:3]([C:33](=[O:43])[N:34]([CH2:39][CH2:40][CH2:41][CH3:42])[CH2:35][CH2:36][CH2:37][CH3:38])=[N:4][N:5]([C:8]2[CH:18]=[CH:17][C:11]([O:12][CH2:13][C:14](O)=[O:15])=[CH:10][C:9]=2[C:19]([N:21]2[C@H:30]([CH2:31][OH:32])[CH2:29][C:28]3[C:23](=[CH:24][CH:25]=[CH:26][CH:27]=3)[CH2:22]2)=[O:20])[C:6]=1[CH3:7].[NH2:44][C:45]1[CH:50]=[CH:49][CH:48]=[CH:47][CH:46]=1.C(N=C=NCCCN(C)C)C.OC1C2N=NNC=2C=CC=1.C(N(CC)CC)C. The catalyst is ClCCl. The product is [CH2:35]([N:34]([CH2:39][CH2:40][CH2:41][CH3:42])[C:33]([C:3]1[C:2]([Cl:1])=[C:6]([CH3:7])[N:5]([C:8]2[CH:18]=[CH:17][C:11]([O:12][CH2:13][C:14](=[O:15])[NH:44][C:45]3[CH:50]=[CH:49][CH:48]=[CH:47][CH:46]=3)=[CH:10][C:9]=2[C:19]([N:21]2[C@H:30]([CH2:31][OH:32])[CH2:29][C:28]3[C:23](=[CH:24][CH:25]=[CH:26][CH:27]=3)[CH2:22]2)=[O:20])[N:4]=1)=[O:43])[CH2:36][CH2:37][CH3:38]. The yield is 0.500.